From a dataset of Forward reaction prediction with 1.9M reactions from USPTO patents (1976-2016). Predict the product of the given reaction. (1) Given the reactants F[C:2]1[CH:9]=[CH:8][CH:7]=[C:6]([O:10][CH3:11])[C:3]=1[C:4]#[N:5].[CH3:12][C:13]1[C:21]2[C:16](=[CH:17][C:18]([N+:22]([O-:24])=[O:23])=[CH:19][CH:20]=2)[NH:15][N:14]=1.C(=O)([O-])[O-].[K+].[K+].O, predict the reaction product. The product is: [C:4]([C:3]1[C:6]([O:10][CH3:11])=[CH:7][CH:8]=[CH:9][C:2]=1[N:15]1[C:16]2[C:21](=[CH:20][CH:19]=[C:18]([N+:22]([O-:24])=[O:23])[CH:17]=2)[C:13]([CH3:12])=[N:14]1)#[N:5]. (2) Given the reactants IC1C=CC=CC=1S([O-])(=O)=O.[Na+].OOS([O-])=O.[K+].S([O-])([O-])(=O)=O.[Na+].[Na+].[CH2:26]([Si:28]([CH2:39][CH3:40])([CH2:37][CH3:38])[O:29][CH:30]1[CH2:35][CH2:34][CH:33]([OH:36])[CH2:32][CH2:31]1)[CH3:27], predict the reaction product. The product is: [CH2:37]([Si:28]([CH2:26][CH3:27])([CH2:39][CH3:40])[O:29][CH:30]1[CH2:35][CH2:34][C:33](=[O:36])[CH2:32][CH2:31]1)[CH3:38]. (3) The product is: [F:8][C:6]1[CH:7]=[C:2]([CH:20]=[CH2:21])[C:3]([O:12][CH3:13])=[CH:4][C:5]=1[N+:9]([O-:11])=[O:10]. Given the reactants Br[C:2]1[CH:7]=[C:6]([F:8])[C:5]([N+:9]([O-:11])=[O:10])=[CH:4][C:3]=1[O:12][CH3:13].C(=O)([O-])[O-].[Na+].[Na+].[C:20]1(C)C=CC=C[CH:21]=1, predict the reaction product. (4) Given the reactants Cl.[CH2:2]([O:9][C:10](=[O:16])[C@H:11]1[CH2:15][CH2:14][CH2:13][NH:12]1)[C:3]1[CH:8]=[CH:7][CH:6]=[CH:5][CH:4]=1.[CH:17]1([C:26]([OH:28])=O)[CH2:22][CH2:21][CH2:20][CH:19]([C:23]([OH:25])=O)[CH2:18]1, predict the reaction product. The product is: [CH2:2]([O:9][C:10]([C@H:11]1[CH2:15][CH2:14][CH2:13][N:12]1[C:23]([CH:19]1[CH2:20][CH2:21][CH2:22][CH:17]([C:26]([N:12]2[CH2:13][CH2:14][CH2:15][C@@H:11]2[C:10]([O:9][CH2:2][C:3]2[CH:8]=[CH:7][CH:6]=[CH:5][CH:4]=2)=[O:16])=[O:28])[CH2:18]1)=[O:25])=[O:16])[C:3]1[CH:4]=[CH:5][CH:6]=[CH:7][CH:8]=1.